This data is from Forward reaction prediction with 1.9M reactions from USPTO patents (1976-2016). The task is: Predict the product of the given reaction. (1) Given the reactants C(Cl)(=O)C(Cl)=O.[OH:7][C:8]1[C:9]([CH3:17])=[C:10]([CH:14]=[CH:15][CH:16]=1)[C:11](O)=[O:12].C[N:19](C)C=O, predict the reaction product. The product is: [OH:7][C:8]1[C:9]([CH3:17])=[C:10]([CH:14]=[CH:15][CH:16]=1)[C:11]([NH2:19])=[O:12]. (2) Given the reactants [CH2:1]([O:8][C:9]1[CH:23]=[C:22]2[C:12]([NH:13][CH:14]=[C:15]2[CH2:16][CH:17]([C:19]([OH:21])=[O:20])[NH2:18])=[CH:11][CH:10]=1)[C:2]1[CH:7]=[CH:6][CH:5]=[CH:4][CH:3]=1.[CH2:24]([O:28][C:29]1[CH:34]=[CH:33][C:32]([S:35](Cl)(=[O:37])=[O:36])=[CH:31][CH:30]=1)[C:25]#[C:26][CH3:27], predict the reaction product. The product is: [CH2:24]([O:28][C:29]1[CH:34]=[CH:33][C:32]([S:35]([NH:18][CH:17]([CH2:16][C:15]2[C:22]3[C:12](=[CH:11][CH:10]=[C:9]([O:8][CH2:1][C:2]4[CH:3]=[CH:4][CH:5]=[CH:6][CH:7]=4)[CH:23]=3)[NH:13][CH:14]=2)[C:19]([OH:21])=[O:20])(=[O:37])=[O:36])=[CH:31][CH:30]=1)[C:25]#[C:26][CH3:27].